This data is from Forward reaction prediction with 1.9M reactions from USPTO patents (1976-2016). The task is: Predict the product of the given reaction. (1) Given the reactants [CH2:1]([O:8][C:9](=[O:22])[NH:10][C@H:11]1[CH2:16][CH2:15][C@@H:14]([O:17][CH3:18])[C@H:13]([N:19]=[N+]=[N-])[CH2:12]1)[C:2]1[CH:7]=[CH:6][CH:5]=[CH:4][CH:3]=1, predict the reaction product. The product is: [CH2:1]([O:8][C:9](=[O:22])[NH:10][C@H:11]1[CH2:16][CH2:15][C@@H:14]([O:17][CH3:18])[C@H:13]([NH2:19])[CH2:12]1)[C:2]1[CH:7]=[CH:6][CH:5]=[CH:4][CH:3]=1. (2) Given the reactants C1C=CC(P(C2C=CC3C(=CC=CC=3)C=2C2C3C(=CC=CC=3)C=CC=2P(C2C=CC=CC=2)C2C=CC=CC=2)C2C=CC=CC=2)=CC=1.Br[C:48]1[CH:53]=[CH:52][C:51]([NH:54][C:55]2[CH:60]=[CH:59][C:58]([O:61][C:62]3[C:71]4[C:66](=[CH:67][C:68]([O:74][CH3:75])=[C:69]([O:72][CH3:73])[CH:70]=4)[N:65]=[CH:64][CH:63]=3)=[CH:57][CH:56]=2)=[CH:50][CH:49]=1.[NH:76]1[CH2:81][CH2:80][O:79][CH2:78][CH2:77]1.C(=O)([O-])[O-].[Cs+].[Cs+], predict the reaction product. The product is: [CH3:73][O:72][C:69]1[CH:70]=[C:71]2[C:66](=[CH:67][C:68]=1[O:74][CH3:75])[N:65]=[CH:64][CH:63]=[C:62]2[O:61][C:58]1[CH:59]=[CH:60][C:55]([NH:54][C:51]2[CH:52]=[CH:53][C:48]([N:76]3[CH2:81][CH2:80][O:79][CH2:78][CH2:77]3)=[CH:49][CH:50]=2)=[CH:56][CH:57]=1. (3) Given the reactants [Cl:1][C:2]1[C:3]([C:9]#[N:10])=[N:4][CH:5]=[C:6](Cl)[CH:7]=1.[C:11]([C:13]1[C:18]([CH3:19])=[CH:17][C:16]([CH3:20])=[CH:15][C:14]=1[CH3:21])#[CH:12].C(N(CC)CC)C, predict the reaction product. The product is: [Cl:1][C:2]1[C:3]([C:9]#[N:10])=[N:4][CH:5]=[C:6]([C:12]#[C:11][C:13]2[C:18]([CH3:19])=[CH:17][C:16]([CH3:20])=[CH:15][C:14]=2[CH3:21])[CH:7]=1. (4) Given the reactants [F:1][C:2]1[CH:7]=[CH:6][C:5]([C:8](=[O:10])[CH3:9])=[C:4]([OH:11])[CH:3]=1.C(=O)([O-])[O-].[K+].[K+].[CH2:18](Br)[CH:19]=[CH2:20].O, predict the reaction product. The product is: [CH2:20]([O:11][C:4]1[CH:3]=[C:2]([F:1])[CH:7]=[CH:6][C:5]=1[C:8](=[O:10])[CH3:9])[CH:19]=[CH2:18]. (5) Given the reactants [O:1]1[C:5]2[CH:6]=[CH:7][C:8]([C:10]3([C:13]([NH:15][C:16]4[S:17][C:18]([CH:22]([C:30]5[CH:35]=[CH:34][CH:33]=[CH:32][C:31]=5[Cl:36])[NH:23][S@@](C(C)(C)C)=O)=[C:19]([CH3:21])[N:20]=4)=[O:14])[CH2:12][CH2:11]3)=[CH:9][C:4]=2[O:3][CH2:2]1.Cl.O1CCOCC1, predict the reaction product. The product is: [NH2:23][CH:22]([C:30]1[CH:35]=[CH:34][CH:33]=[CH:32][C:31]=1[Cl:36])[C:18]1[S:17][C:16]([NH:15][C:13]([C:10]2([C:8]3[CH:7]=[CH:6][C:5]4[O:1][CH2:2][O:3][C:4]=4[CH:9]=3)[CH2:12][CH2:11]2)=[O:14])=[N:20][C:19]=1[CH3:21].